Dataset: hERG potassium channel inhibition data for cardiac toxicity prediction from Karim et al.. Task: Regression/Classification. Given a drug SMILES string, predict its toxicity properties. Task type varies by dataset: regression for continuous values (e.g., LD50, hERG inhibition percentage) or binary classification for toxic/non-toxic outcomes (e.g., AMES mutagenicity, cardiotoxicity, hepatotoxicity). Dataset: herg_karim. (1) The molecule is Cc1ccc(C2(O)CCN([C@H](C)[C@H](O)c3ccc4c(c3)CCC(=O)N4)CC2)cc1. The result is 1 (blocker). (2) The molecule is CCN1CCN(NCc2cnc(-c3ccc(C(=O)Nc4ccccc4N)cc3)c(Cl)c2)CC1. The result is 1 (blocker). (3) The molecule is CNC(=O)c1cccc(-c2ccc3c(N4CCOC[C@@H]4C)nc(N4CCOC[C@@H]4C)nc3n2)c1. The result is 0 (non-blocker). (4) The result is 1 (blocker). The molecule is COc1cccc(N2CCN(C[C@H](O)COc3ccc(C(F)(F)F)cc3)CC2)c1.